Dataset: Catalyst prediction with 721,799 reactions and 888 catalyst types from USPTO. Task: Predict which catalyst facilitates the given reaction. (1) Reactant: [CH2:1]([C:7]1[N:8]=[C:9]([C:29]2[CH:34]=[CH:33][C:32]([CH3:35])=[CH:31][CH:30]=2)[S:10][C:11]=1[CH2:12][CH2:13][C:14]([C:16]1[CH:21]=[CH:20][C:19]([CH2:22][CH2:23][C:24]([O:26]C)=[O:25])=[C:18]([CH3:28])[CH:17]=1)=[O:15])[CH2:2][CH2:3][CH2:4][CH2:5][CH3:6].O.[OH-].[Li+].Cl. Product: [CH2:1]([C:7]1[N:8]=[C:9]([C:29]2[CH:34]=[CH:33][C:32]([CH3:35])=[CH:31][CH:30]=2)[S:10][C:11]=1[CH2:12][CH2:13][C:14]([C:16]1[CH:21]=[CH:20][C:19]([CH2:22][CH2:23][C:24]([OH:26])=[O:25])=[C:18]([CH3:28])[CH:17]=1)=[O:15])[CH2:2][CH2:3][CH2:4][CH2:5][CH3:6]. The catalyst class is: 40. (2) Reactant: [NH:1]1[CH2:12][CH2:11][NH:10][CH2:9][CH2:8][NH:7][CH2:6][CH2:5][NH:4][CH2:3][CH2:2]1.[CH2:13]([O:20][C:21](=[O:38])[CH:22](Br)[CH2:23][CH2:24][CH2:25][N:26]1[C:34](=[O:35])[C:33]2[C:28](=[CH:29][CH:30]=[CH:31][CH:32]=2)[C:27]1=[O:36])[C:14]1[CH:19]=[CH:18][CH:17]=[CH:16][CH:15]=1. Product: [CH2:13]([O:20][C:21](=[O:38])[CH:22]([N:1]1[CH2:12][CH2:11][NH:10][CH2:9][CH2:8][NH:7][CH2:6][CH2:5][NH:4][CH2:3][CH2:2]1)[CH2:23][CH2:24][CH2:25][N:26]1[C:27](=[O:36])[C:28]2[C:33](=[CH:32][CH:31]=[CH:30][CH:29]=2)[C:34]1=[O:35])[C:14]1[CH:15]=[CH:16][CH:17]=[CH:18][CH:19]=1. The catalyst class is: 23.